From a dataset of Peptide-MHC class II binding affinity with 134,281 pairs from IEDB. Regression. Given a peptide amino acid sequence and an MHC pseudo amino acid sequence, predict their binding affinity value. This is MHC class II binding data. (1) The peptide sequence is HELQIVDKIDAAFKI. The MHC is DRB1_1101 with pseudo-sequence DRB1_1101. The binding affinity (normalized) is 0.598. (2) The peptide sequence is EVVKANGGYLAAGKL. The MHC is DRB3_0202 with pseudo-sequence DRB3_0202. The binding affinity (normalized) is 0.766. (3) The peptide sequence is ALTKAITAMSEVQKV. The MHC is HLA-DPA10103-DPB10301 with pseudo-sequence HLA-DPA10103-DPB10301. The binding affinity (normalized) is 0.384. (4) The peptide sequence is EDINVGFKAAVAAAA. The MHC is HLA-DQA10101-DQB10501 with pseudo-sequence HLA-DQA10101-DQB10501. The binding affinity (normalized) is 0.535. (5) The peptide sequence is LVDEERKLHQQGRCR. The MHC is HLA-DQA10201-DQB10301 with pseudo-sequence HLA-DQA10201-DQB10301. The binding affinity (normalized) is 0. (6) The peptide sequence is ENPVVAFFKNIVTPR. The binding affinity (normalized) is 0.848. The MHC is DRB1_1501 with pseudo-sequence DRB1_1501. (7) The peptide sequence is YQVTYIVRGSGRVQV. The MHC is DRB1_1501 with pseudo-sequence DRB1_1501. The binding affinity (normalized) is 0.485. (8) The peptide sequence is DSGKVIPEWCCRSCT. The MHC is DRB1_0701 with pseudo-sequence DRB1_0701. The binding affinity (normalized) is 0.545. (9) The peptide sequence is TFHVEKGSNPNYLALLVKYVNGDGD. The MHC is DRB1_0701 with pseudo-sequence DRB1_0701. The binding affinity (normalized) is 0.488.